Dataset: Forward reaction prediction with 1.9M reactions from USPTO patents (1976-2016). Task: Predict the product of the given reaction. (1) Given the reactants [NH2:1][C:2]1[CH:11]=[CH:10][C:9]2[C:4](=[CH:5][CH:6]=[CH:7][C:8]=2[O:12][CH:13](C)[C:14]2[N:15]=[C:16]([C:19]3[CH:24]=[CH:23][CH:22]=[CH:21][CH:20]=3)[O:17][CH:18]=2)[CH:3]=1.C(N(CC)CC)C.[C:33](=O)=O.[S:36](O[S:36]([C:39]([F:42])([F:41])[F:40])(=[O:38])=[O:37])([C:39]([F:42])([F:41])[F:40])(=[O:38])=[O:37], predict the reaction product. The product is: [CH3:33][C:18]1[O:17][C:16]([C:19]2[CH:20]=[CH:21][CH:22]=[CH:23][CH:24]=2)=[N:15][C:14]=1[CH2:13][O:12][C:8]1[CH:7]=[CH:6][CH:5]=[C:4]2[C:9]=1[CH:10]=[CH:11][C:2]([NH:1][S:36]([C:39]([F:42])([F:41])[F:40])(=[O:38])=[O:37])=[CH:3]2. (2) Given the reactants Cl[C:2]1[CH:7]=[CH:6][N:5]2[C:8]([C:11]3[CH:16]=[CH:15][CH:14]=[C:13]([C:17]4[CH:18]=[N:19][CH:20]=[CH:21][CH:22]=4)[CH:12]=3)=[CH:9][N:10]=[C:4]2[CH:3]=1.[O:23]1[CH:27]=[CH:26][C:25](B(O)O)=[CH:24]1.C(=O)([O-])[O-].[Cs+].[Cs+], predict the reaction product. The product is: [NH3:5].[O:23]1[CH:27]=[CH:26][C:25]([C:2]2[CH:7]=[CH:6][N:5]3[C:8]([C:11]4[CH:16]=[CH:15][CH:14]=[C:13]([C:17]5[CH:18]=[N:19][CH:20]=[CH:21][CH:22]=5)[CH:12]=4)=[CH:9][N:10]=[C:4]3[CH:3]=2)=[CH:24]1. (3) Given the reactants [CH3:1][O:2][C:3]1[CH:4]=[C:5]2[C:10](=[CH:11][CH:12]=1)[N:9]=[C:8](O)[C:7]([OH:14])=[N:6]2.O=S(Cl)[Cl:17].Cl, predict the reaction product. The product is: [Cl:17][C:8]1[C:7]([OH:14])=[N:6][C:5]2[C:10]([N:9]=1)=[CH:11][CH:12]=[C:3]([O:2][CH3:1])[CH:4]=2. (4) Given the reactants C(C1C=[CH:7][CH:6]=[CH:5][N:4]=1)#N.[C:9](O)(=[S:13])[CH:10]([CH3:12])O.[N:15]1C=C[CH:18]=[CH:17][CH:16]=1.CC[OH:23], predict the reaction product. The product is: [CH3:18][C:17]1[S:13][C:9]([C:10]2[CH:12]=[CH:7][CH:6]=[CH:5][N:4]=2)=[N:15][C:16]=1[OH:23].